Dataset: Catalyst prediction with 721,799 reactions and 888 catalyst types from USPTO. Task: Predict which catalyst facilitates the given reaction. (1) Reactant: [CH3:1][O:2][C:3]1[CH:4]=[C:5]([CH:7]=[CH:8][C:9]=1[C:10]1[O:14][CH:13]=[N:12][CH:11]=1)[NH2:6].[S:15]1[CH:19]=[CH:18][CH:17]=[C:16]1[CH:20]=O. Product: [S:15]1[CH:19]=[CH:18][CH:17]=[C:16]1[CH:20]=[N:6][C:5]1[CH:7]=[CH:8][C:9]([C:10]2[O:14][CH:13]=[N:12][CH:11]=2)=[C:3]([O:2][CH3:1])[CH:4]=1. The catalyst class is: 8. (2) Reactant: [CH2:1]([SH:8])[C:2]1[CH:7]=[CH:6][CH:5]=[CH:4][CH:3]=1.[H-].[Na+].Cl[C:12]1[CH:17]=[CH:16][CH:15]=[C:14]([C:18]#[N:19])[N:13]=1.C(OCC)(=O)C. Product: [CH2:1]([S:8][C:12]1[CH:17]=[CH:16][CH:15]=[C:14]([C:18]#[N:19])[N:13]=1)[C:2]1[CH:7]=[CH:6][CH:5]=[CH:4][CH:3]=1. The catalyst class is: 220. (3) Reactant: [CH3:1][CH:2]([C:4]1[N:5]=[C:6]([NH:25][C:26]2[CH:31]=[CH:30][C:29]([C:32](=[O:34])[CH3:33])=[CH:28][CH:27]=2)[C:7]2[CH2:13][CH2:12][N:11]([C:14]3[C:19]([C:20]([F:23])([F:22])[F:21])=[CH:18][CH:17]=[CH:16][N:15]=3)[CH2:10][CH2:9][C:8]=2[N:24]=1)[CH3:3].[BH4-].[Na+]. Product: [CH3:3][CH:2]([C:4]1[N:5]=[C:6]([NH:25][C:26]2[CH:27]=[CH:28][C:29]([CH:32]([OH:34])[CH3:33])=[CH:30][CH:31]=2)[C:7]2[CH2:13][CH2:12][N:11]([C:14]3[C:19]([C:20]([F:21])([F:23])[F:22])=[CH:18][CH:17]=[CH:16][N:15]=3)[CH2:10][CH2:9][C:8]=2[N:24]=1)[CH3:1]. The catalyst class is: 5. (4) Reactant: [F:1][C:2]1[C:3]([N+:13]([O-:15])=[O:14])=[CH:4][C:5]([CH3:12])=[C:6]([NH:8]C(=O)C)[CH:7]=1.[OH-].[Na+]. Product: [F:1][C:2]1[C:3]([N+:13]([O-:15])=[O:14])=[CH:4][C:5]([CH3:12])=[C:6]([NH2:8])[CH:7]=1. The catalyst class is: 33. (5) Reactant: Br[C:2]1[CH:7]=[CH:6][C:5]([OH:8])=[CH:4][CH:3]=1.[F:9][C:10]1[CH:18]=[C:17]2[C:13]([CH:14]=[N:15][NH:16]2)=[CH:12][CH:11]=1.[O-]P([O-])([O-])=O.[K+].[K+].[K+].CNCCNC. The catalyst class is: 11. Product: [F:9][C:10]1[CH:11]=[CH:12][C:13]2[C:17]([CH:18]=1)=[N:16][N:15]([C:2]1[CH:7]=[CH:6][C:5]([OH:8])=[CH:4][CH:3]=1)[CH:14]=2. (6) Reactant: [Cl:1][C:2]1[CH:7]=[C:6]([N+:8]([O-])=O)[CH:5]=[C:4]([Cl:11])[C:3]=1[C:12]([CH3:16])([CH3:15])[C:13]#[N:14]. Product: [NH2:8][C:6]1[CH:5]=[C:4]([Cl:11])[C:3]([C:12]([CH3:15])([CH3:16])[C:13]#[N:14])=[C:2]([Cl:1])[CH:7]=1. The catalyst class is: 94. (7) Reactant: [ClH:1].[C:2]([C:4]1([CH2:17][O:18][C:19]2[CH:24]=[C:23]([F:25])[C:22]([C:26]([O:28][CH3:29])=[O:27])=[CH:21][C:20]=2[CH:30]2[CH2:32][CH2:31]2)[CH2:9][CH2:8][N:7](C(OC(C)(C)C)=O)[CH2:6][CH2:5]1)#[N:3]. Product: [ClH:1].[C:2]([C:4]1([CH2:17][O:18][C:19]2[C:20]([CH:30]3[CH2:31][CH2:32]3)=[CH:21][C:22]([C:26]([O:28][CH3:29])=[O:27])=[C:23]([F:25])[CH:24]=2)[CH2:9][CH2:8][NH:7][CH2:6][CH2:5]1)#[N:3]. The catalyst class is: 12.